This data is from Experimentally validated miRNA-target interactions with 360,000+ pairs, plus equal number of negative samples. The task is: Binary Classification. Given a miRNA mature sequence and a target amino acid sequence, predict their likelihood of interaction. The miRNA is gga-miR-103-3p with sequence AGCAGCAUUGUACAGGGCUAUGA. The protein sequence of the target gene is MARFGDEMPARYGGGGSGAAAGVVVGSGGGRGAGGSRQGGQPGAQRMYKQSMAQRARTMALYNPIPVRQNCLTVNRSLFLFSEDNVVRKYAKKITEWPPFEYMILATIIANCIVLALEQHLPDDDKTPMSERLDDTEPYFIGIFCFEAGIKIIALGFAFHKGSYLRNGWNVMDFVVVLTGILATVGTEFDLRTLRAVRVLRPLKLVSGIPSLQVVLKSIMKAMIPLLQIGLLLFFAILIFAIIGLEFYMGKFHTTCFEEGTDDIQGESPAPCGTEEPARTCPNGTKCQPYWEGPNNGITQ.... Result: 0 (no interaction).